This data is from Full USPTO retrosynthesis dataset with 1.9M reactions from patents (1976-2016). The task is: Predict the reactants needed to synthesize the given product. (1) Given the product [NH2:40][C:12]1[C:11](=[O:25])[C:10]2[C:15](=[C:6]([CH2:5][OH:4])[CH:7]=[CH:8][CH:9]=2)[O:14][C:13]=1[C:16]1[CH:21]=[CH:20][CH:19]=[CH:18][CH:17]=1, predict the reactants needed to synthesize it. The reactants are: COC[O:4][CH2:5][C:6]1[CH:7]=[CH:8][CH:9]=[C:10]2[C:15]=1[O:14][C:13]([C:16]1[CH:21]=[CH:20][CH:19]=[CH:18][CH:17]=1)=[C:12](C(O)=O)[C:11]2=[O:25].C1(P([N:40]=[N+]=[N-])(C2C=CC=CC=2)=O)C=CC=CC=1.Cl.O1CCOCC1. (2) Given the product [Cl:36][C:34]1[CH:35]=[C:30]2[C:29](=[O:39])[C:28]3[CH:40]=[C:24]([CH:12]([S:9]([N:8]([CH3:7])[C:17]4[CH:22]=[CH:21][CH:20]=[CH:19][CH:18]=4)(=[O:10])=[O:11])[C:13]([O:15][CH3:16])=[O:14])[CH:25]=[CH:26][C:27]=3[CH:38]=[CH:37][C:31]2=[N:32][CH:33]=1, predict the reactants needed to synthesize it. The reactants are: CC(C)([O-])C.[Na+].[CH3:7][N:8]([C:17]1[CH:22]=[CH:21][CH:20]=[CH:19][CH:18]=1)[S:9]([CH2:12][C:13]([O:15][CH3:16])=[O:14])(=[O:11])=[O:10].Br[C:24]1[CH:25]=[CH:26][C:27]2[CH:38]=[CH:37][C:31]3=[N:32][CH:33]=[C:34]([Cl:36])[CH:35]=[C:30]3[C:29](=[O:39])[C:28]=2[CH:40]=1.F[B-](F)(F)F.C([PH+](C(C)(C)C)C(C)(C)C)(C)(C)C.